This data is from Catalyst prediction with 721,799 reactions and 888 catalyst types from USPTO. The task is: Predict which catalyst facilitates the given reaction. (1) Reactant: [C:1]([C:5]1[N:6]=[C:7]([NH:10][C:11]([C:13]2[CH:36]=[CH:35][N:16]3[C:17](=[O:34])[C:18]([CH:32]=O)=[C:19]([N:21]4[CH2:26][CH2:25][CH2:24][CH:23]([C:27]([N:29]([CH3:31])[CH3:30])=[O:28])[CH2:22]4)[N:20]=[C:15]3[CH:14]=2)=[O:12])[S:8][CH:9]=1)([CH3:4])([CH3:3])[CH3:2].[Cl-].[Li+].FC(F)(F)COP([CH2:51][C:52]([O:54][CH3:55])=[O:53])(=O)OCC(F)(F)F.N12CCCN=C1CCCCC2. Product: [C:1]([C:5]1[N:6]=[C:7]([NH:10][C:11]([C:13]2[CH:36]=[CH:35][N:16]3[C:17](=[O:34])[C:18](/[CH:32]=[CH:51]/[C:52]([O:54][CH3:55])=[O:53])=[C:19]([N:21]4[CH2:26][CH2:25][CH2:24][CH:23]([C:27]([N:29]([CH3:30])[CH3:31])=[O:28])[CH2:22]4)[N:20]=[C:15]3[CH:14]=2)=[O:12])[S:8][CH:9]=1)([CH3:4])([CH3:2])[CH3:3]. The catalyst class is: 7. (2) Reactant: CC1C=CC(S(O[CH2:12][C@@H:13]([NH:24][C:25]([O:27][C:28]([CH3:31])([CH3:30])[CH3:29])=[O:26])[C@H:14]([OH:23])[C@@H:15]([CH:20]2[CH2:22][CH2:21]2)[CH2:16][N:17]=[N+]=[N-])(=O)=O)=CC=1.CCN(C(C)C)C(C)C. Product: [CH:20]1([C@H:15]2[CH2:16][NH:17][CH2:12][C@@H:13]([NH:24][C:25](=[O:26])[O:27][C:28]([CH3:31])([CH3:30])[CH3:29])[C@@H:14]2[OH:23])[CH2:22][CH2:21]1. The catalyst class is: 19. (3) Reactant: [OH:1][CH:2]([CH2:17][CH2:18][CH2:19][CH2:20][C:21]1[CH:26]=[CH:25][CH:24]=[CH:23][CH:22]=1)[CH2:3][C:4]([C:6]1[O:7][C:8]([C:11]2[CH:16]=[CH:15][CH:14]=[CH:13][N:12]=2)=[CH:9][N:10]=1)=[O:5].CC(OI1(OC(C)=O)(OC(C)=O)OC(=O)C2C=CC=CC1=2)=O. Product: [C:21]1([CH2:20][CH2:19][CH2:18][CH2:17][C:2](=[O:1])[CH2:3][C:4]([C:6]2[O:7][C:8]([C:11]3[CH:16]=[CH:15][CH:14]=[CH:13][N:12]=3)=[CH:9][N:10]=2)=[O:5])[CH:22]=[CH:23][CH:24]=[CH:25][CH:26]=1. The catalyst class is: 2.